From a dataset of Peptide-MHC class II binding affinity with 134,281 pairs from IEDB. Regression. Given a peptide amino acid sequence and an MHC pseudo amino acid sequence, predict their binding affinity value. This is MHC class II binding data. (1) The peptide sequence is DKLTIEAIENYFLD. The MHC is DRB1_1501 with pseudo-sequence DRB1_1501. The binding affinity (normalized) is 0.357. (2) The peptide sequence is LNKFISPKSVAGRFA. The MHC is DRB1_1101 with pseudo-sequence DRB1_1101. The binding affinity (normalized) is 0.725. (3) The peptide sequence is GLNITGVTCGPGHGI. The MHC is HLA-DPA10103-DPB10401 with pseudo-sequence HLA-DPA10103-DPB10401. The binding affinity (normalized) is 0. (4) The peptide sequence is ALATAGTTVYGAFAA. The MHC is HLA-DPA10103-DPB10601 with pseudo-sequence HLA-DPA10103-DPB10601. The binding affinity (normalized) is 0.0899. (5) The peptide sequence is FDISKISGEWYSIFL. The MHC is DRB1_0901 with pseudo-sequence DRB1_0901. The binding affinity (normalized) is 0.317. (6) The peptide sequence is GLVTEFPSTAAAYFR. The MHC is HLA-DPA10201-DPB11401 with pseudo-sequence HLA-DPA10201-DPB11401. The binding affinity (normalized) is 0.179. (7) The peptide sequence is APQIPPNWHIPSIQDAATPYHPPATPNNMGL. The MHC is DRB1_0701 with pseudo-sequence DRB1_0701. The binding affinity (normalized) is 0.279.